This data is from Catalyst prediction with 721,799 reactions and 888 catalyst types from USPTO. The task is: Predict which catalyst facilitates the given reaction. (1) Reactant: [F:1][C:2]1[CH:7]=[CH:6][C:5]([CH2:8][CH2:9][C:10](OCC)=[O:11])=[CH:4][C:3]=1[O:15][CH3:16].[H-].[Al+3].[Li+].[H-].[H-].[H-].O.[OH-].[Na+]. Product: [F:1][C:2]1[CH:7]=[CH:6][C:5]([CH2:8][CH2:9][CH2:10][OH:11])=[CH:4][C:3]=1[O:15][CH3:16]. The catalyst class is: 1. (2) Reactant: [CH2:1]([N:8]1[CH2:13][CH2:12][C:11](=[O:14])[CH2:10][CH2:9]1)[C:2]1[CH:7]=[CH:6][CH:5]=[CH:4][CH:3]=1.[Si](OS(C(F)(F)F)(=O)=O)(C)(C)C.[CH:27]1[CH:41]=[C:40]2[C:30]([CH:31](O)[C:32]3[C:37]([CH:38]=[CH:39]2)=[CH:36][CH:35]=[CH:34][CH:33]=3)=[CH:29][CH:28]=1.C(=O)(O)[O-].[Na+]. Product: [CH2:1]([N:8]1[CH2:13][CH2:12][C:11](=[O:14])[CH:10]([CH:31]2[C:32]3[CH:33]=[CH:34][CH:35]=[CH:36][C:37]=3[CH:38]=[CH:39][C:40]3[CH:41]=[CH:27][CH:28]=[CH:29][C:30]2=3)[CH2:9]1)[C:2]1[CH:3]=[CH:4][CH:5]=[CH:6][CH:7]=1. The catalyst class is: 46. (3) Reactant: [CH3:1][N:2]1[CH:7]2[CH2:8][CH2:9][CH:3]1[C:4]([NH:16]C(=O)C)([C:10]1[CH:15]=[CH:14][CH:13]=[CH:12][CH:11]=1)[CH2:5][CH2:6]2.[OH-].[Na+]. Product: [CH3:1][N:2]1[CH:7]2[CH2:8][CH2:9][CH:3]1[C:4]([NH2:16])([C:10]1[CH:15]=[CH:14][CH:13]=[CH:12][CH:11]=1)[CH2:5][CH2:6]2. The catalyst class is: 33. (4) Reactant: [CH2:1]([Zn]CC)C.[C:6]([O:9][C:10]1[CH:17]=[CH:16][C:13]([CH:14]=[CH2:15])=[CH:12][CH:11]=1)(=[O:8])[CH3:7].ICI. Product: [CH:14]1([C:13]2[CH:16]=[CH:17][C:10]([O:9][C:6](=[O:8])[CH3:7])=[CH:11][CH:12]=2)[CH2:1][CH2:15]1. The catalyst class is: 11. (5) Reactant: [CH3:1][O:2][C:3]([O:8][CH3:9])([CH2:6][OH:7])[CH2:4][OH:5].[H-].[Na+].Br[CH2:13][CH2:14][CH2:15][CH2:16][CH2:17][CH2:18][CH2:19][CH2:20][CH2:21][CH2:22][CH2:23][CH2:24][CH2:25][CH3:26].[CH2:27](O)[CH3:28]. Product: [CH3:1][O:2][C:3]([O:8][CH3:9])([CH2:6][O:7][CH2:24][CH2:23][CH2:22][CH2:21][CH2:20][CH2:19][CH2:18][CH2:17][CH2:16][CH2:15][CH2:14][CH2:13][CH2:27][CH3:28])[CH2:4][O:5][CH2:13][CH2:14][CH2:15][CH2:16][CH2:17][CH2:18][CH2:19][CH2:20][CH2:21][CH2:22][CH2:23][CH2:24][CH2:25][CH3:26]. The catalyst class is: 11. (6) Reactant: [CH3:1][O:2][C:3]1[CH:10]=[CH:9][C:6]([CH2:7]Br)=[CH:5][CH:4]=1.[Br:11][C:12]1[N:17]=[C:16]([C:18]([O:20][CH3:21])=[O:19])[C:15]([OH:22])=[CH:14][CH:13]=1.C([O-])([O-])=O.[K+].[K+]. Product: [Br:11][C:12]1[N:17]=[C:16]([C:18]([O:20][CH3:21])=[O:19])[C:15]([O:22][CH2:7][C:6]2[CH:9]=[CH:10][C:3]([O:2][CH3:1])=[CH:4][CH:5]=2)=[CH:14][CH:13]=1. The catalyst class is: 21.